From a dataset of Catalyst prediction with 721,799 reactions and 888 catalyst types from USPTO. Predict which catalyst facilitates the given reaction. Reactant: [F:1][C:2]1[CH:7]=[CH:6][C:5]([CH2:8][CH:9]([NH2:13])[CH:10]([CH3:12])[CH3:11])=[CH:4][C:3]=1[O:14][CH2:15][CH2:16][O:17][CH3:18].[CH:19](O)=[O:20]. Product: [F:1][C:2]1[CH:7]=[CH:6][C:5]([CH2:8][CH:9]([NH:13][CH:19]=[O:20])[CH:10]([CH3:11])[CH3:12])=[CH:4][C:3]=1[O:14][CH2:15][CH2:16][O:17][CH3:18]. The catalyst class is: 38.